Dataset: NCI-60 drug combinations with 297,098 pairs across 59 cell lines. Task: Regression. Given two drug SMILES strings and cell line genomic features, predict the synergy score measuring deviation from expected non-interaction effect. (1) Drug 1: CN1C(=O)N2C=NC(=C2N=N1)C(=O)N. Drug 2: CS(=O)(=O)CCNCC1=CC=C(O1)C2=CC3=C(C=C2)N=CN=C3NC4=CC(=C(C=C4)OCC5=CC(=CC=C5)F)Cl. Cell line: TK-10. Synergy scores: CSS=19.8, Synergy_ZIP=-8.37, Synergy_Bliss=-0.0370, Synergy_Loewe=-25.9, Synergy_HSA=-2.68. (2) Drug 1: C1CC(C1)(C(=O)O)C(=O)O.[NH2-].[NH2-].[Pt+2]. Drug 2: CCN(CC)CCCC(C)NC1=C2C=C(C=CC2=NC3=C1C=CC(=C3)Cl)OC. Cell line: COLO 205. Synergy scores: CSS=47.1, Synergy_ZIP=-0.882, Synergy_Bliss=2.03, Synergy_Loewe=-0.257, Synergy_HSA=0.950. (3) Drug 1: C1=CC(=CC=C1CC(C(=O)O)N)N(CCCl)CCCl.Cl. Drug 2: C1CN(CCN1C(=O)CCBr)C(=O)CCBr. Cell line: UACC-257. Synergy scores: CSS=4.84, Synergy_ZIP=1.71, Synergy_Bliss=8.58, Synergy_Loewe=2.47, Synergy_HSA=3.82. (4) Drug 1: C1=CC(=C2C(=C1NCCNCCO)C(=O)C3=C(C=CC(=C3C2=O)O)O)NCCNCCO. Drug 2: CN1C(=O)N2C=NC(=C2N=N1)C(=O)N. Cell line: OVCAR-8. Synergy scores: CSS=40.6, Synergy_ZIP=4.43, Synergy_Bliss=5.01, Synergy_Loewe=-33.8, Synergy_HSA=3.36.